The task is: Regression. Given two drug SMILES strings and cell line genomic features, predict the synergy score measuring deviation from expected non-interaction effect.. This data is from NCI-60 drug combinations with 297,098 pairs across 59 cell lines. (1) Drug 2: C1CN(P(=O)(OC1)NCCCl)CCCl. Cell line: M14. Synergy scores: CSS=10.7, Synergy_ZIP=0.282, Synergy_Bliss=5.54, Synergy_Loewe=-0.749, Synergy_HSA=0.864. Drug 1: CCN(CC)CCNC(=O)C1=C(NC(=C1C)C=C2C3=C(C=CC(=C3)F)NC2=O)C. (2) Drug 1: CC1=CC2C(CCC3(C2CCC3(C(=O)C)OC(=O)C)C)C4(C1=CC(=O)CC4)C. Drug 2: CC1=C(N=C(N=C1N)C(CC(=O)N)NCC(C(=O)N)N)C(=O)NC(C(C2=CN=CN2)OC3C(C(C(C(O3)CO)O)O)OC4C(C(C(C(O4)CO)O)OC(=O)N)O)C(=O)NC(C)C(C(C)C(=O)NC(C(C)O)C(=O)NCCC5=NC(=CS5)C6=NC(=CS6)C(=O)NCCC[S+](C)C)O. Cell line: OVCAR-5. Synergy scores: CSS=3.35, Synergy_ZIP=0.580, Synergy_Bliss=5.31, Synergy_Loewe=-7.41, Synergy_HSA=1.04. (3) Drug 1: C1=NC2=C(N1)C(=S)N=C(N2)N. Drug 2: C(CC(=O)O)C(=O)CN.Cl. Cell line: SF-295. Synergy scores: CSS=33.6, Synergy_ZIP=-5.67, Synergy_Bliss=-8.93, Synergy_Loewe=-7.89, Synergy_HSA=-5.14. (4) Drug 1: C1C(C(OC1N2C=C(C(=O)NC2=O)F)CO)O. Drug 2: C1CN(CCN1C(=O)CCBr)C(=O)CCBr. Cell line: HCC-2998. Synergy scores: CSS=46.6, Synergy_ZIP=-6.21, Synergy_Bliss=-4.60, Synergy_Loewe=0.0454, Synergy_HSA=1.78. (5) Drug 1: COC1=CC(=CC(=C1O)OC)C2C3C(COC3=O)C(C4=CC5=C(C=C24)OCO5)OC6C(C(C7C(O6)COC(O7)C8=CC=CS8)O)O. Drug 2: N.N.Cl[Pt+2]Cl. Cell line: OVCAR-8. Synergy scores: CSS=22.2, Synergy_ZIP=-0.188, Synergy_Bliss=-0.798, Synergy_Loewe=-26.1, Synergy_HSA=-1.32. (6) Drug 1: C1C(C(OC1N2C=NC3=C(N=C(N=C32)Cl)N)CO)O. Drug 2: B(C(CC(C)C)NC(=O)C(CC1=CC=CC=C1)NC(=O)C2=NC=CN=C2)(O)O. Cell line: MALME-3M. Synergy scores: CSS=75.4, Synergy_ZIP=-5.03, Synergy_Bliss=0.396, Synergy_Loewe=-0.699, Synergy_HSA=0.420.